The task is: Predict the reaction yield, written as a fraction of the theoretical maximum amount of product (1.0 means a 100% yield; for example, 0.34 means a 34% yield).. This data is from Reaction yield outcomes from USPTO patents with 853,638 reactions. (1) The reactants are [N:1]1([C:10]2[S:14][C:13]([C:15]([O:17][CH3:18])=[O:16])=[C:12](OS(C(F)(F)F)(=O)=O)[CH:11]=2)[C:5]2[CH:6]=[CH:7][CH:8]=[CH:9][C:4]=2[N:3]=[CH:2]1.C(N(CC)CC)C.[C:34]1([C:40]#[CH:41])[CH:39]=[CH:38][CH:37]=[CH:36][CH:35]=1.C(OCC)(=O)C. The catalyst is CN(C)C=O.[Cu]I.O. The product is [N:1]1([C:10]2[S:14][C:13]([C:15]([O:17][CH3:18])=[O:16])=[C:12]([C:41]#[C:40][C:34]3[CH:39]=[CH:38][CH:37]=[CH:36][CH:35]=3)[CH:11]=2)[C:5]2[CH:6]=[CH:7][CH:8]=[CH:9][C:4]=2[N:3]=[CH:2]1. The yield is 0.800. (2) The reactants are Br[C:2]1[CH:3]=[C:4]([S:8][CH3:9])[CH:5]=[CH:6][CH:7]=1.[CH2:10]([Li])[CH2:11][CH2:12][CH3:13].[N:15]([C:24]([O:26]C(C)(C)C)=[O:25])=[N:16][C:17]([O:19][C:20]([CH3:23])(C)C)=[O:18].O.[CH2:32]1COC[CH2:33]1. The catalyst is CCCCCC. The product is [CH3:9][S:8][C:4]1[CH:3]=[C:2]([N:16]([C:17]([O:19][CH2:20][CH2:23][CH2:32][CH3:33])=[O:18])[NH:15][C:24]([O:26][CH2:10][CH2:11][CH2:12][CH3:13])=[O:25])[CH:7]=[CH:6][CH:5]=1. The yield is 0.630. (3) The reactants are S(=O)(=O)(O)O.[CH2:6]([O:13][N:14]=[C:15]1[CH2:20][NH:19][C@H:18]([C:21]#[N:22])[CH2:17][CH2:16]1)[C:7]1[CH:12]=[CH:11][CH:10]=[CH:9][CH:8]=1.C(O[BH-](OC(=O)C)OC(=O)C)(=O)C.[Na+].C(=O)([O-])O.[K+]. The yield is 0.880. The product is [CH2:6]([O:13][NH:14][CH:15]1[CH2:20][NH:19][C@H:18]([C:21]#[N:22])[CH2:17][CH2:16]1)[C:7]1[CH:12]=[CH:11][CH:10]=[CH:9][CH:8]=1. The catalyst is C(OCC)(=O)C.